Dataset: Forward reaction prediction with 1.9M reactions from USPTO patents (1976-2016). Task: Predict the product of the given reaction. (1) Given the reactants Cl[C:2]1[CH:7]=[CH:6][N:5]2[N:8]=[CH:9][C:10]([CH:11]=[O:12])=[C:4]2[N:3]=1.[CH3:13][CH:14]([CH3:17])[CH2:15][NH2:16], predict the reaction product. The product is: [CH2:15]([NH:16][C:2]1[CH:7]=[CH:6][N:5]2[N:8]=[CH:9][C:10]([CH:11]=[O:12])=[C:4]2[N:3]=1)[CH:14]([CH3:17])[CH3:13]. (2) Given the reactants [F:1][C:2]1[CH:3]=[N:4][CH:5]=[C:6]([CH:11]=1)[C:7](Cl)=[N:8][OH:9].[Cl:12][C:13]1[CH:14]=[C:15]([CH:18]=[C:19]([C:21]#[CH:22])[CH:20]=1)[C:16]#[N:17].N, predict the reaction product. The product is: [Cl:12][C:13]1[CH:14]=[C:15]([CH:18]=[C:19]([C:21]2[O:9][N:8]=[C:7]([C:6]3[CH:5]=[N:4][CH:3]=[C:2]([F:1])[CH:11]=3)[CH:22]=2)[CH:20]=1)[C:16]#[N:17]. (3) Given the reactants [CH3:1][N:2]1[CH2:7][CH2:6][C@H:5]([C:8]2[CH:13]=[CH:12][C:11]([Cl:14])=[C:10]([Cl:15])[CH:9]=2)[C@H:4]([CH2:16][OH:17])[CH2:3]1.[H-].[Na+].S(OCC)(O[CH2:24][CH3:25])(=O)=O.O, predict the reaction product. The product is: [CH3:1][N:2]1[CH2:7][CH2:6][C@H:5]([C:8]2[CH:13]=[CH:12][C:11]([Cl:14])=[C:10]([Cl:15])[CH:9]=2)[C@H:4]([CH2:16][O:17][CH2:24][CH3:25])[CH2:3]1. (4) Given the reactants [CH:1]1([N:4]2[C:9](=[O:10])[C:8]3[C:11]([NH:18][C:19]4[CH:24]=[CH:23][C:22]([I:25])=[CH:21][C:20]=4[F:26])=[C:12]([F:17])[C:13](=[O:16])[N:14]([CH3:15])[C:7]=3[C:6]([C:27]3[CH:32]=[CH:31][CH:30]=[C:29]([N+:33]([O-])=O)[CH:28]=3)=[N:5]2)[CH2:3][CH2:2]1.[C:36](Cl)(=[O:38])[CH3:37], predict the reaction product. The product is: [CH:1]1([N:4]2[C:9](=[O:10])[C:8]3[C:11]([NH:18][C:19]4[CH:24]=[CH:23][C:22]([I:25])=[CH:21][C:20]=4[F:26])=[C:12]([F:17])[C:13](=[O:16])[N:14]([CH3:15])[C:7]=3[C:6]([C:27]3[CH:28]=[C:29]([NH:33][C:36](=[O:38])[CH3:37])[CH:30]=[CH:31][CH:32]=3)=[N:5]2)[CH2:3][CH2:2]1. (5) Given the reactants [NH2:1][C@@H:2]1[CH2:6][CH2:5][N:4]([C:7]2[CH:12]=[CH:11][C:10]([N:13]3[CH2:22][CH2:21][C:20]4[C:15](=[CH:16][CH:17]=[C:18]([O:23][CH2:24][C@@H:25]5[CH2:29][CH2:28][CH2:27][O:26]5)[CH:19]=4)[C:14]3=[O:30])=[CH:9][C:8]=2[F:31])[CH2:3]1.Br[CH2:33][CH2:34][CH2:35][O:36][CH3:37], predict the reaction product. The product is: [F:31][C:8]1[CH:9]=[C:10]([N:13]2[CH2:22][CH2:21][C:20]3[C:15](=[CH:16][CH:17]=[C:18]([O:23][CH2:24][C@@H:25]4[CH2:29][CH2:28][CH2:27][O:26]4)[CH:19]=3)[C:14]2=[O:30])[CH:11]=[CH:12][C:7]=1[N:4]1[CH2:5][CH2:6][C@@H:2]([NH:1][CH2:33][CH2:34][CH2:35][O:36][CH3:37])[CH2:3]1. (6) The product is: [Cl:1][C:2]1[CH:3]=[C:4]([CH2:8][CH2:9][NH:10][C:12]2[CH:17]=[C:16]([C:18]3[CH:23]=[CH:22][CH:21]=[C:20]([CH3:24])[C:19]=3[CH3:25])[N:15]=[C:14]([NH2:26])[N:13]=2)[CH:5]=[CH:6][CH:7]=1. Given the reactants [Cl:1][C:2]1[CH:3]=[C:4]([CH2:8][CH2:9][NH2:10])[CH:5]=[CH:6][CH:7]=1.Cl[C:12]1[CH:17]=[C:16]([C:18]2[CH:23]=[CH:22][CH:21]=[C:20]([CH3:24])[C:19]=2[CH3:25])[N:15]=[C:14]([NH2:26])[N:13]=1, predict the reaction product. (7) Given the reactants [NH2:1][C:2]1[CH:3]=[CH:4][C:5]([F:18])=[C:6]([C@:8]2([CH3:17])[C:13]([F:15])([F:14])[CH2:12][O:11][C:10]([NH2:16])=[N:9]2)[CH:7]=1.[F:19][C:20]([F:36])([C:32]([F:35])([F:34])[F:33])[CH2:21][O:22][C:23]1[CH:24]=[CH:25][C:26]([C:29](O)=[O:30])=[N:27][CH:28]=1, predict the reaction product. The product is: [NH2:16][C:10]1[O:11][CH2:12][C:13]([F:14])([F:15])[C@:8]([C:6]2[CH:7]=[C:2]([NH:1][C:29]([C:26]3[CH:25]=[CH:24][C:23]([O:22][CH2:21][C:20]([F:19])([F:36])[C:32]([F:33])([F:34])[F:35])=[CH:28][N:27]=3)=[O:30])[CH:3]=[CH:4][C:5]=2[F:18])([CH3:17])[N:9]=1. (8) Given the reactants Cl[CH2:2][CH2:3][O:4][C:5]1[CH:10]=[CH:9][C:8]([N+:11]([O-:13])=[O:12])=[CH:7][C:6]=1[O:14][CH3:15].[NH:16]1[CH2:21][CH2:20][O:19][CH2:18][CH2:17]1.[I-].[Na+].C(=O)([O-])[O-].[K+].[K+], predict the reaction product. The product is: [CH3:15][O:14][C:6]1[CH:7]=[C:8]([N+:11]([O-:13])=[O:12])[CH:9]=[CH:10][C:5]=1[O:4][CH2:3][CH2:2][N:16]1[CH2:21][CH2:20][O:19][CH2:18][CH2:17]1.